From a dataset of Catalyst prediction with 721,799 reactions and 888 catalyst types from USPTO. Predict which catalyst facilitates the given reaction. (1) Reactant: [C:1]1([CH2:7][O:8][C:9]2[CH:17]=[CH:16][C:15]([C:18]3[CH:23]=[CH:22][N:21]=[CH:20][CH:19]=3)=[CH:14][C:10]=2[C:11]([OH:13])=O)[CH:6]=[CH:5][CH:4]=[CH:3][CH:2]=1.C(Cl)CCl.[CH:28]1C=C[C:31]2[N:36]([OH:37])N=[N:34][C:32]=2[CH:33]=1.CC1ON=CC=1N. Product: [CH3:28][C:33]1[O:37][N:36]=[CH:31][C:32]=1[NH:34][C:11](=[O:13])[C:10]1[CH:14]=[C:15]([C:18]2[CH:23]=[CH:22][N:21]=[CH:20][CH:19]=2)[CH:16]=[CH:17][C:9]=1[O:8][CH2:7][C:1]1[CH:2]=[CH:3][CH:4]=[CH:5][CH:6]=1. The catalyst class is: 35. (2) Reactant: [C:1]1([P:7]([C:14]2[CH:19]=[CH:18][CH:17]=[CH:16][CH:15]=2)[C:8]2[CH:13]=[CH:12][CH:11]=[CH:10][CH:9]=2)[CH:6]=[CH:5][CH:4]=[CH:3][CH:2]=1.[Br:20][CH2:21][CH2:22][CH2:23][C:24]1[CH:29]=[CH:28][CH:27]=[CH:26][CH:25]=1. Product: [Br-:20].[C:24]1([CH2:23][CH2:22][CH2:21][P+:7]([C:1]2[CH:2]=[CH:3][CH:4]=[CH:5][CH:6]=2)([C:8]2[CH:13]=[CH:12][CH:11]=[CH:10][CH:9]=2)[C:14]2[CH:15]=[CH:16][CH:17]=[CH:18][CH:19]=2)[CH:29]=[CH:28][CH:27]=[CH:26][CH:25]=1. The catalyst class is: 11. (3) Reactant: [Si]([O:8][CH2:9][C:10]1[CH:11]=[C:12]([N:25]([CH2:36][CH2:37][O:38][CH2:39][CH2:40][O:41][CH2:42][CH2:43][O:44][CH3:45])[C:26](=[O:35])[CH2:27][CH2:28][C:29]([CH3:34])([S:31][S:32][CH3:33])[CH3:30])[CH:13]=[C:14]([CH2:16][O:17][Si](C(C)(C)C)(C)C)[CH:15]=1)(C(C)(C)C)(C)C.N1C=CC=CC=1. Product: [OH:8][CH2:9][C:10]1[CH:11]=[C:12]([N:25]([CH2:36][CH2:37][O:38][CH2:39][CH2:40][O:41][CH2:42][CH2:43][O:44][CH3:45])[C:26](=[O:35])[CH2:27][CH2:28][C:29]([CH3:34])([S:31][S:32][CH3:33])[CH3:30])[CH:13]=[C:14]([CH2:16][OH:17])[CH:15]=1. The catalyst class is: 115. (4) Reactant: C[O:2][C:3]([C:5]1[CH:6]=[C:7]([I:16])[CH:8]=[C:9]2[C:14]=1[O:13][CH:12]([CH3:15])[CH:11]=[CH:10]2)=[O:4]. Product: [I:16][C:7]1[CH:8]=[C:9]2[C:14](=[C:5]([C:3]([OH:4])=[O:2])[CH:6]=1)[O:13][CH:12]([CH3:15])[CH:11]=[CH:10]2. The catalyst class is: 500. (5) Reactant: C[Si]([N-][Si](C)(C)C)(C)C.[Li+].[F:11][CH:12]([F:27])[C:13]1[CH:17]=[CH:16][NH:15][C:14]=1[C:18]([NH:20][C:21]1[CH:26]=[CH:25][CH:24]=[CH:23][CH:22]=1)=[O:19].C1(P(C2C=CC=CC=2)(=O)[NH2:35])C=CC=CC=1.O. Product: [NH2:35][N:15]1[CH:16]=[CH:17][C:13]([CH:12]([F:11])[F:27])=[C:14]1[C:18]([NH:20][C:21]1[CH:22]=[CH:23][CH:24]=[CH:25][CH:26]=1)=[O:19]. The catalyst class is: 3. (6) Reactant: [Br:1][C:2]1[C:3]2[CH:12]=[C:11]([C:13]([O:15]C)=O)[S:10][C:4]=2[C:5](=[O:9])[N:6]([CH3:8])[CH:7]=1.[NH3:17]. Product: [Br:1][C:2]1[C:3]2[CH:12]=[C:11]([C:13]([NH2:17])=[O:15])[S:10][C:4]=2[C:5](=[O:9])[N:6]([CH3:8])[CH:7]=1. The catalyst class is: 5. (7) Reactant: Cl.Cl.[C@H:3]12[CH2:9][C@H:6]([NH:7][CH2:8]1)[CH2:5][N:4]2[C:10]([C@@:12]1([C:26]2([OH:30])[CH2:29][CH2:28][CH2:27]2)[CH2:16][CH2:15][C@@H:14]([NH:17][C@@H:18]2[C@H:23]([O:24][CH3:25])[CH2:22][O:21][CH2:20][CH2:19]2)[CH2:13]1)=[O:11].Cl[C:32]1[CH:37]=[CH:36][CH:35]=[C:34]([C:38]([F:41])([F:40])[F:39])[N:33]=1.C(N(C(C)C)CC)(C)C. Product: [OH:30][C:26]1([C@:12]2([C:10]([N:4]3[CH2:5][C@@H:6]4[CH2:9][C@H:3]3[CH2:8][N:7]4[C:32]3[CH:37]=[CH:36][CH:35]=[C:34]([C:38]([F:41])([F:40])[F:39])[N:33]=3)=[O:11])[CH2:16][CH2:15][C@@H:14]([NH:17][C@@H:18]3[C@H:23]([O:24][CH3:25])[CH2:22][O:21][CH2:20][CH2:19]3)[CH2:13]2)[CH2:29][CH2:28][CH2:27]1. The catalyst class is: 16.